From a dataset of Catalyst prediction with 721,799 reactions and 888 catalyst types from USPTO. Predict which catalyst facilitates the given reaction. (1) Reactant: Cl.[NH:2]1[CH2:7][CH2:6][S:5](=[O:9])(=[O:8])[CH2:4][CH2:3]1.C(N(CC)CC)C.Cl[C:18]([O:20][C:21]1[CH:26]=[CH:25][C:24]([N+:27]([O-:29])=[O:28])=[CH:23][CH:22]=1)=[O:19].O. Product: [N:2]1([C:18]([O:20][C:21]2[CH:22]=[CH:23][C:24]([N+:27]([O-:29])=[O:28])=[CH:25][CH:26]=2)=[O:19])[CH2:7][CH2:6][S:5](=[O:9])(=[O:8])[CH2:4][CH2:3]1. The catalyst class is: 96. (2) Reactant: [NH2:1][C:2]1[CH:7]=[CH:6][C:5]([C:8]2[C:16]3[C:11](=[N:12][CH:13]=[N:14][C:15]=3[NH2:17])[N:10]([C@H:18]3[CH2:23][CH2:22][C@H:21]([N:24]4[CH2:29][CH2:28][N:27]([CH3:30])[CH2:26][CH2:25]4)[CH2:20][CH2:19]3)[N:9]=2)=[CH:4][C:3]=1[O:31][CH3:32].[NH2:33][C:34]1[S:35][C:36]([CH:40]=O)=[C:37]([Cl:39])[N:38]=1.[C:42]([O:45][BH-]([O:45][C:42](=[O:44])[CH3:43])[O:45][C:42](=[O:44])[CH3:43])(=[O:44])[CH3:43].[Na+].[C:56]([OH:59])(=[O:58])[CH3:57]. Product: [C:42]([OH:45])(=[O:44])[CH3:43].[C:56]([OH:59])(=[O:58])[CH3:57].[NH2:17][C:15]1[N:14]=[CH:13][N:12]=[C:11]2[N:10]([C@H:18]3[CH2:23][CH2:22][C@H:21]([N:24]4[CH2:25][CH2:26][N:27]([CH3:30])[CH2:28][CH2:29]4)[CH2:20][CH2:19]3)[N:9]=[C:8]([C:5]3[CH:6]=[CH:7][C:2]([NH:1][CH2:40][C:36]4[S:35][C:34]([NH2:33])=[N:38][C:37]=4[Cl:39])=[C:3]([O:31][CH3:32])[CH:4]=3)[C:16]=12. The catalyst class is: 26. (3) Reactant: C(OC([N:11]1[CH2:16][CH2:15][N:14]([C:17]([O:19][C:20]([CH3:23])([CH3:22])[CH3:21])=[O:18])[CH2:13][CH:12]1[C:24]([OH:26])=O)=O)C1C=CC=CC=1.C([N:29](CC)CC)C.ClC(OCC)=O.[OH-].[NH4+].[Cl-].[NH4+]. Product: [NH2:29][C:24]([CH:12]1[NH:11][CH2:16][CH2:15][N:14]([C:17]([O:19][C:20]([CH3:21])([CH3:22])[CH3:23])=[O:18])[CH2:13]1)=[O:26]. The catalyst class is: 7. (4) Reactant: [N:1]1([CH2:6][CH2:7][CH2:8][O:9][C:10]2[CH:15]=[CH:14][C:13]([C:16]3([CH2:22][NH2:23])[CH2:21][CH2:20][O:19][CH2:18][CH2:17]3)=[CH:12][CH:11]=2)[CH2:5][CH2:4][CH2:3][CH2:2]1.[CH3:24][N:25]1[C:29]2[CH:30]=[CH:31][CH:32]=[CH:33][C:28]=2[N:27]=[C:26]1S(O)(=O)=O.C(N(CC)C(C)C)(C)C. Product: [CH3:24][N:25]1[C:29]2[CH:30]=[CH:31][CH:32]=[CH:33][C:28]=2[N:27]=[C:26]1[NH:23][CH2:22][C:16]1([C:13]2[CH:14]=[CH:15][C:10]([O:9][CH2:8][CH2:7][CH2:6][N:1]3[CH2:5][CH2:4][CH2:3][CH2:2]3)=[CH:11][CH:12]=2)[CH2:17][CH2:18][O:19][CH2:20][CH2:21]1. The catalyst class is: 10. (5) Reactant: O[CH:2]([C:9]1[CH:10]=[C:11]([N:15]([CH2:21][C:22]2[CH:23]=[N:24][CH:25]=[CH:26][CH:27]=2)[S:16]([CH2:19][CH3:20])(=[O:18])=[O:17])[CH:12]=[CH:13][CH:14]=1)[C:3]1[CH:8]=[CH:7][CH:6]=[CH:5][CH:4]=1.CCN(S(F)(F)[F:34])CC.C([O-])(O)=O.[Na+]. Product: [F:34][CH:2]([C:9]1[CH:10]=[C:11]([N:15]([CH2:21][C:22]2[CH:23]=[N:24][CH:25]=[CH:26][CH:27]=2)[S:16]([CH2:19][CH3:20])(=[O:18])=[O:17])[CH:12]=[CH:13][CH:14]=1)[C:3]1[CH:8]=[CH:7][CH:6]=[CH:5][CH:4]=1. The catalyst class is: 2. (6) Reactant: Cl[C:2]1[CH:7]=[CH:6][N:5]=[CH:4][C:3]=1[NH2:8].[NH:9]1[CH2:14][CH2:13][O:12][CH2:11][CH2:10]1.O. Product: [O:12]1[CH2:13][CH2:14][N:9]([C:2]2[CH:7]=[CH:6][N:5]=[CH:4][C:3]=2[NH2:8])[CH2:10][CH2:11]1. The catalyst class is: 44. (7) Reactant: C(O)=O.[C:4](=[O:11])([O:6][C:7]([CH3:10])([CH3:9])[CH3:8])[NH2:5].[Br:12][C:13]1[CH:14]=[C:15]([CH:18]=[CH:19][C:20]=1[CH:21]=O)[C:16]#[N:17].[C:23]1([S:29]([O-:31])=[O:30])[CH:28]=[CH:27][CH:26]=[CH:25][CH:24]=1.[Na+]. Product: [C:23]1([S:29]([CH:21]([C:20]2[CH:19]=[CH:18][C:15]([C:16]#[N:17])=[CH:14][C:13]=2[Br:12])[NH:5][C:4](=[O:11])[O:6][C:7]([CH3:10])([CH3:9])[CH3:8])(=[O:31])=[O:30])[CH:28]=[CH:27][CH:26]=[CH:25][CH:24]=1. The catalyst class is: 132. (8) Reactant: [O:1]=[C:2]1[O:8][C@H:7]([C@H:9]([CH2:11][OH:12])[OH:10])[C:5]([OH:6])=[C:3]1[OH:4].[CH2:13]([N:25]([CH2:35][CH2:36][CH2:37][CH2:38][CH2:39][CH2:40][CH2:41][CH2:42][CH2:43][CH2:44][CH2:45][CH3:46])[C:26]1[CH:34]=[CH:33][C:29]([C:30](O)=[O:31])=[CH:28][CH:27]=1)[CH2:14][CH2:15][CH2:16][CH2:17][CH2:18][CH2:19][CH2:20][CH2:21][CH2:22][CH2:23][CH3:24]. Product: [CH2:35]([N:25]([CH2:13][CH2:14][CH2:15][CH2:16][CH2:17][CH2:18][CH2:19][CH2:20][CH2:21][CH2:22][CH2:23][CH3:24])[C:26]1[CH:27]=[CH:28][C:29]([C:30]([O:12][CH2:11][CH:9]([CH:7]2[C:5]([OH:6])=[C:3]([OH:4])[C:2](=[O:1])[O:8]2)[OH:10])=[O:31])=[CH:33][CH:34]=1)[CH2:36][CH2:37][CH2:38][CH2:39][CH2:40][CH2:41][CH2:42][CH2:43][CH2:44][CH2:45][CH3:46]. The catalyst class is: 573.